Predict which catalyst facilitates the given reaction. From a dataset of Catalyst prediction with 721,799 reactions and 888 catalyst types from USPTO. (1) Reactant: C1C=CC(P(C2C=CC3C(=CC=CC=3)C=2C2C3C(=CC=CC=3)C=CC=2P(C2C=CC=CC=2)C2C=CC=CC=2)C2C=CC=CC=2)=CC=1.Br[C:48]1[CH:53]=[CH:52][C:51]([NH:54][C:55]2[CH:60]=[CH:59][C:58]([O:61][C:62]3[C:71]4[C:66](=[CH:67][C:68]([O:74][CH3:75])=[C:69]([O:72][CH3:73])[CH:70]=4)[N:65]=[CH:64][CH:63]=3)=[CH:57][CH:56]=2)=[CH:50][CH:49]=1.[NH:76]1[CH2:81][CH2:80][O:79][CH2:78][CH2:77]1.C(=O)([O-])[O-].[Cs+].[Cs+]. Product: [CH3:73][O:72][C:69]1[CH:70]=[C:71]2[C:66](=[CH:67][C:68]=1[O:74][CH3:75])[N:65]=[CH:64][CH:63]=[C:62]2[O:61][C:58]1[CH:59]=[CH:60][C:55]([NH:54][C:51]2[CH:52]=[CH:53][C:48]([N:76]3[CH2:81][CH2:80][O:79][CH2:78][CH2:77]3)=[CH:49][CH:50]=2)=[CH:56][CH:57]=1. The catalyst class is: 164. (2) Reactant: [OH:1][CH2:2][C:3]1[CH:4]=[C:5]([C:9]2[CH:10]=[C:11]([C:21]([O:23]CC)=[O:22])[C:12]3[CH:17]=[N:16][N:15]([CH:18]([CH3:20])[CH3:19])[C:13]=3[N:14]=2)[CH:6]=[CH:7][CH:8]=1. Product: [OH:1][CH2:2][C:3]1[CH:4]=[C:5]([C:9]2[CH:10]=[C:11]([C:21]([OH:23])=[O:22])[C:12]3[CH:17]=[N:16][N:15]([CH:18]([CH3:20])[CH3:19])[C:13]=3[N:14]=2)[CH:6]=[CH:7][CH:8]=1. The catalyst class is: 8. (3) Reactant: C(OP([CH2:9][C:10]#[N:11])(=O)OCC)C.C[Si]([N-][Si](C)(C)C)(C)C.[Li+].[CH2:22]([O:24][C:25]1[CH:26]=[C:27]([C:33]([C:35]2[CH:40]=[CH:39][C:38]([O:41][CH3:42])=[C:37]([OH:43])[CH:36]=2)=O)[CH:28]=[CH:29][C:30]=1[O:31][CH3:32])[CH3:23].O. Product: [CH2:22]([O:24][C:25]1[CH:26]=[C:27](/[C:33](/[C:35]2[CH:40]=[CH:39][C:38]([O:41][CH3:42])=[C:37]([OH:43])[CH:36]=2)=[CH:9]\[C:10]#[N:11])[CH:28]=[CH:29][C:30]=1[O:31][CH3:32])[CH3:23]. The catalyst class is: 1. (4) Reactant: [NH2:1][C:2]1[CH:3]=[N:4][CH:5]=[CH:6][CH:7]=1.[CH2:8]([S:10](Cl)(=[O:12])=[O:11])[CH3:9]. Product: [CH2:8]([S:10]([N:4]1[CH:5]=[CH:6][CH:7]=[C:2]([NH2:1])[CH2:3]1)(=[O:12])=[O:11])[CH3:9]. The catalyst class is: 4. (5) Reactant: [C:1]1([NH:7][C:8](=[O:34])[NH:9][C:10]2[CH:15]=[CH:14][C:13]([NH:16][S:17]([C:20]3[C:21]([CH3:33])=[N:22][N:23]([C:26]4[CH:31]=[CH:30][C:29]([F:32])=[CH:28][CH:27]=4)[C:24]=3[CH3:25])(=[O:19])=[O:18])=[CH:12][CH:11]=2)[CH:6]=[CH:5][CH:4]=[CH:3][CH:2]=1.C1(P(C2C=CC=CC=2)C2C=CC=CC=2)C=CC=CC=1.[CH2:54]([O:61][CH2:62][CH2:63][CH2:64]O)[C:55]1[CH:60]=[CH:59][CH:58]=[CH:57][CH:56]=1.N(C(OCC)=O)=NC(OCC)=O. Product: [CH2:54]([O:61][CH2:62][CH2:63][CH2:64][N:16]([C:13]1[CH:12]=[CH:11][C:10]([NH:9][C:8]([NH:7][C:1]2[CH:2]=[CH:3][CH:4]=[CH:5][CH:6]=2)=[O:34])=[CH:15][CH:14]=1)[S:17]([C:20]1[C:21]([CH3:33])=[N:22][N:23]([C:26]2[CH:27]=[CH:28][C:29]([F:32])=[CH:30][CH:31]=2)[C:24]=1[CH3:25])(=[O:19])=[O:18])[C:55]1[CH:60]=[CH:59][CH:58]=[CH:57][CH:56]=1. The catalyst class is: 1. (6) Reactant: C(OC([N:8]1[CH2:12][C@@H:11]([CH2:13][N:14]([CH:31]([CH3:33])[CH3:32])[C:15](=[O:30])[C:16]2[CH:21]=[CH:20][C:19]([O:22][CH3:23])=[C:18]([O:24][CH2:25][CH2:26][CH2:27][O:28][CH3:29])[CH:17]=2)[C@H:10]([OH:34])[CH2:9]1)=O)(C)(C)C.Cl[CH2:36][C:37]1[O:41][N:40]=[C:39]([C:42]2[CH:47]=[CH:46][C:45]([O:48][CH3:49])=[CH:44][CH:43]=2)[CH:38]=1.CC#N.O.CC#N. Product: [CH:31]([N:14]([CH2:13][C@H:11]1[C@H:10]([O:34][CH2:36][C:37]2[O:41][N:40]=[C:39]([C:42]3[CH:47]=[CH:46][C:45]([O:48][CH3:49])=[CH:44][CH:43]=3)[CH:38]=2)[CH2:9][NH:8][CH2:12]1)[C:15](=[O:30])[C:16]1[CH:21]=[CH:20][C:19]([O:22][CH3:23])=[C:18]([O:24][CH2:25][CH2:26][CH2:27][O:28][CH3:29])[CH:17]=1)([CH3:33])[CH3:32]. The catalyst class is: 6.